Task: Predict which catalyst facilitates the given reaction.. Dataset: Catalyst prediction with 721,799 reactions and 888 catalyst types from USPTO (1) Reactant: [C:1]([C:4]1[S:8][C:7]([C:9]([OH:11])=O)=[CH:6][CH:5]=1)(=[O:3])[CH3:2].C1C=CC2N(O)N=NC=2C=1.CCN=C=NCCCN(C)C.Cl.[CH:34]1[CH:39]=[CH:38][C:37]([CH2:40][CH2:41][NH2:42])=[CH:36][CH:35]=1. Product: [C:1]([C:4]1[S:8][C:7]([C:9]([NH:42][CH2:41][CH2:40][C:37]2[CH:38]=[CH:39][CH:34]=[CH:35][CH:36]=2)=[O:11])=[CH:6][CH:5]=1)(=[O:3])[CH3:2]. The catalyst class is: 3. (2) Reactant: C([N:8]1[CH:13]2[CH2:14][CH2:15][CH:9]1[CH2:10][C:11]([C:17]1[CH:22]=[N:21][CH:20]=[CH:19][N:18]=1)([OH:16])[CH2:12]2)C1C=CC=CC=1.C([O-])=O.[NH4+]. Product: [N:18]1[CH:19]=[CH:20][N:21]=[CH:22][C:17]=1[C:11]1([OH:16])[CH2:12][CH:13]2[NH:8][CH:9]([CH2:15][CH2:14]2)[CH2:10]1. The catalyst class is: 522. (3) Reactant: C(N(CC)CC)C.[CH3:8][C:9]1[CH:14]=[C:13]([CH3:15])[N:12]=[C:11]([N:16]2[CH2:21][CH2:20][N:19]([C:22]3[CH:27]=[CH:26][C:25]([N+:28]([O-:30])=[O:29])=[CH:24][C:23]=3[OH:31])[CH2:18][CH2:17]2)[CH:10]=1.[C:32](Cl)(=[O:34])[CH3:33].O. Product: [CH3:8][C:9]1[CH:14]=[C:13]([CH3:15])[N:12]=[C:11]([N:16]2[CH2:17][CH2:18][N:19]([C:22]3[CH:27]=[CH:26][C:25]([N+:28]([O-:30])=[O:29])=[CH:24][C:23]=3[O:31][C:32](=[O:34])[CH3:33])[CH2:20][CH2:21]2)[CH:10]=1. The catalyst class is: 4. (4) Reactant: C(N(CC)CC)C.C(Cl)(=O)C(C)(C)C.[N:15]1[CH:20]=[CH:19][CH:18]=[C:17](/[CH:21]=[CH:22]/[C:23]([OH:25])=O)[CH:16]=1.Cl.[CH2:27]([O:34][C:35]1[CH:36]=[C:37]([CH:41]=[CH:42][CH:43]=1)[CH2:38][CH2:39][NH2:40])[C:28]1[CH:33]=[CH:32][CH:31]=[CH:30][CH:29]=1. Product: [CH2:27]([O:34][C:35]1[CH:36]=[C:37]([CH:41]=[CH:42][CH:43]=1)[CH2:38][CH2:39][NH:40][C:23](=[O:25])/[CH:22]=[CH:21]/[C:17]1[CH:16]=[N:15][CH:20]=[CH:19][CH:18]=1)[C:28]1[CH:29]=[CH:30][CH:31]=[CH:32][CH:33]=1. The catalyst class is: 46. (5) Reactant: [F:1][C:2]1[CH:3]=[C:4]([N:14]2[CH2:18][C@H:17]([CH2:19][NH:20][C:21](NC)=[S:22])[O:16][C:15]2=[O:25])[CH:5]=[CH:6][C:7]=1[N:8]1[CH2:13][CH2:12][O:11][CH2:10][CH2:9]1.FC1C=C(N2C[C@H](CNC(=S)C)OC2=O)C=CC=1N1CCOCC1. Product: [F:1][C:2]1[CH:3]=[C:4]([N:14]2[CH2:18][C@H:17]([CH2:19][NH:20][CH:21]=[S:22])[O:16][C:15]2=[O:25])[CH:5]=[CH:6][C:7]=1[N:8]1[CH2:9][CH2:10][O:11][CH2:12][CH2:13]1. The catalyst class is: 12.